Task: Predict the product of the given reaction.. Dataset: Forward reaction prediction with 1.9M reactions from USPTO patents (1976-2016) (1) The product is: [CH2:3]([N:10]([CH2:11][CH2:12][C:13]1[CH:18]=[CH:17][C:16]([O:19][CH2:20][CH2:21][CH2:22][CH2:23][C:24]2[CH:29]=[CH:28][CH:27]=[CH:26][CH:25]=2)=[CH:15][CH:14]=1)[CH2:30][CH:31]([C:33]1[C:41]2[S:40][C:39](=[O:42])[NH:38][C:37]=2[C:36]([OH:45])=[CH:35][CH:34]=1)[OH:32])[C:4]1[CH:9]=[CH:8][CH:7]=[CH:6][CH:5]=1. Given the reactants [BH4-].[Na+].[CH2:3]([N:10]([CH2:30][C:31]([C:33]1[C:41]2[S:40][C:39](=[O:42])[N:38](O)[C:37]=2[CH:36]=[CH:35][CH:34]=1)=[O:32])[CH2:11][CH2:12][C:13]1[CH:18]=[CH:17][C:16]([O:19][CH2:20][CH2:21][CH2:22][CH2:23][C:24]2[CH:29]=[CH:28][CH:27]=[CH:26][CH:25]=2)=[CH:15][CH:14]=1)[C:4]1[CH:9]=[CH:8][CH:7]=[CH:6][CH:5]=1.C[OH:45], predict the reaction product. (2) Given the reactants C1(P(C2C=CC=CC=2)C2C=CC=CC=2)C=CC=CC=1.[C:20]([O:24][C:25]([N:27]1[CH2:33][CH2:32][CH:31]([N:34]=[N+]=[N-])[CH:30]([OH:37])[CH2:29][N:28]1[C:38]([O:40][CH2:41][C:42]1[CH:47]=[CH:46][CH:45]=[CH:44][CH:43]=1)=[O:39])=[O:26])([CH3:23])([CH3:22])[CH3:21].O.[C:49]([NH:66][C@H:67]([C:72](O)=[O:73])[CH2:68][CH:69]([CH3:71])[CH3:70])([O:51][CH2:52][CH:53]1[C:65]2[C:60](=[CH:61][CH:62]=[CH:63][CH:64]=2)[C:59]2[C:54]1=[CH:55][CH:56]=[CH:57][CH:58]=2)=[O:50].ON1C2C=CC=CC=2N=N1.Cl.CN(C)CCCN=C=NCC.C(N(CC)C(C)C)(C)C, predict the reaction product. The product is: [C:20]([O:24][C:25]([N:27]1[CH2:33][CH2:32][CH:31]([NH:34][C:72](=[O:73])[C@@H:67]([NH:66][C:49]([O:51][CH2:52][CH:53]2[C:54]3[CH:55]=[CH:56][CH:57]=[CH:58][C:59]=3[C:60]3[C:65]2=[CH:64][CH:63]=[CH:62][CH:61]=3)=[O:50])[CH2:68][CH:69]([CH3:71])[CH3:70])[CH:30]([OH:37])[CH2:29][N:28]1[C:38]([O:40][CH2:41][C:42]1[CH:47]=[CH:46][CH:45]=[CH:44][CH:43]=1)=[O:39])=[O:26])([CH3:23])([CH3:22])[CH3:21]. (3) Given the reactants C([O:8][N:9]1[C:14]2[N:15]=[CH:16][N:17]=[C:18]([O:19][CH3:20])[C:13]=2[C:12]([OH:21])=[CH:11][C:10]1=[O:22])C1C=CC=CC=1.CO.[H][H], predict the reaction product. The product is: [OH:21][C:12]1[C:13]2[C:18]([O:19][CH3:20])=[N:17][CH:16]=[N:15][C:14]=2[N:9]([OH:8])[C:10](=[O:22])[CH:11]=1.